From a dataset of Full USPTO retrosynthesis dataset with 1.9M reactions from patents (1976-2016). Predict the reactants needed to synthesize the given product. (1) Given the product [CH2:5]([C:7]1[CH:12]=[C:11]([C:13]2[CH:18]=[CH:17][C:16]([OH:19])=[N:15][CH:14]=2)[CH:10]=[CH:9][C:8]=1[N:21]([CH3:32])[C:22]1[N:27]=[CH:26][C:25]2[N:28]=[CH:29][N:30]([CH3:31])[C:24]=2[CH:23]=1)[CH3:6], predict the reactants needed to synthesize it. The reactants are: B(Br)(Br)Br.[CH2:5]([C:7]1[CH:12]=[C:11]([C:13]2[CH:14]=[N:15][C:16]([O:19]C)=[CH:17][CH:18]=2)[CH:10]=[CH:9][C:8]=1[N:21]([CH3:32])[C:22]1[N:27]=[CH:26][C:25]2[N:28]=[CH:29][N:30]([CH3:31])[C:24]=2[CH:23]=1)[CH3:6]. (2) Given the product [CH2:35]([O:34][C:32]([C:25]1([CH2:26][C:27]([O:29][CH2:30][CH3:31])=[O:28])[O:18][N:17]([CH3:16])[C:1]([C:3]2[CH:8]=[CH:7][CH:6]=[CH:5][C:4]=2[S:9](=[O:11])(=[O:10])[N:12]([CH3:14])[CH3:13])=[N:2]1)=[O:33])[CH3:36], predict the reactants needed to synthesize it. The reactants are: [C:1]([C:3]1[CH:8]=[CH:7][CH:6]=[CH:5][C:4]=1[S:9]([N:12]([CH3:14])[CH3:13])(=[O:11])=[O:10])#[N:2].Cl.[CH3:16][NH:17][OH:18].C(=O)([O-])[O-].[Na+].[Na+].[C:25]([C:32]([O:34][CH2:35][CH3:36])=[O:33])#[C:26][C:27]([O:29][CH2:30][CH3:31])=[O:28]. (3) Given the product [CH2:31]([O:33][C:34]([CH:36]1[CH2:41][CH2:40][CH:39]([NH:42][C:20]2[N:19]=[C:18]([N:13]3[C:14]4[C:10](=[C:9]([O:8][CH2:7][CH:4]5[CH2:5][CH2:6][S:2](=[O:29])(=[O:1])[CH2:3]5)[CH:17]=[CH:16][CH:15]=4)[CH:11]=[CH:12]3)[CH:23]=[CH:22][N:21]=2)[CH2:38][CH2:37]1)=[O:35])[CH3:32], predict the reactants needed to synthesize it. The reactants are: [O:1]=[S:2]1(=[O:29])[CH2:6][CH2:5][CH:4]([CH2:7][O:8][C:9]2[CH:17]=[CH:16][CH:15]=[C:14]3[C:10]=2[CH:11]=[CH:12][N:13]3[C:18]2[CH:23]=[CH:22][N:21]=[C:20](S(CCC)=O)[N:19]=2)[CH2:3]1.Cl.[CH2:31]([O:33][C:34]([CH:36]1[CH2:41][CH2:40][CH:39]([NH2:42])[CH2:38][CH2:37]1)=[O:35])[CH3:32].C(N(C(C)C)CC)(C)C.O. (4) Given the product [N:7]1([C:15]([O:17][C:18]([CH3:21])([CH3:20])[CH3:19])=[O:16])[CH2:14][CH2:13][CH2:12][C@H:8]1[C:9]([O:11][CH2:22][C:23]1[CH:28]=[CH:27][CH:26]=[CH:25][CH:24]=1)=[O:10], predict the reactants needed to synthesize it. The reactants are: C([O-])([O-])=O.[Cs+].[Cs+].[N:7]1([C:15]([O:17][C:18]([CH3:21])([CH3:20])[CH3:19])=[O:16])[CH2:14][CH2:13][CH2:12][C@H:8]1[C:9]([OH:11])=[O:10].[CH2:22](Br)[C:23]1[CH:28]=[CH:27][CH:26]=[CH:25][CH:24]=1. (5) Given the product [CH3:1][O:2][C:3]([C:5]1[CH:14]=[C:13]([N:33]2[CH2:38][CH2:37][CH2:36][CH2:35][CH2:34]2)[C:12]2[C:7](=[C:8]([N+:23]([O-:25])=[O:24])[CH:9]=[CH:10][CH:11]=2)[N:6]=1)=[O:4], predict the reactants needed to synthesize it. The reactants are: [CH3:1][O:2][C:3]([C:5]1[CH:14]=[C:13](OS(C(F)(F)F)(=O)=O)[C:12]2[C:7](=[C:8]([N+:23]([O-:25])=[O:24])[CH:9]=[CH:10][CH:11]=2)[N:6]=1)=[O:4].CN1CCNCC1.[NH:33]1[CH2:38][CH2:37][CH2:36][CH2:35][CH2:34]1.